From a dataset of Full USPTO retrosynthesis dataset with 1.9M reactions from patents (1976-2016). Predict the reactants needed to synthesize the given product. (1) Given the product [Cl:26][C:27]1[CH:32]=[CH:31][C:30]([CH:33]2[CH2:38][CH2:37][CH2:36][N:35]([C:44]([C:43]3[CH:47]=[CH:48][N:49]=[C:41]([CH3:40])[CH:42]=3)=[O:45])[CH2:34]2)=[C:29]([CH3:39])[CH:28]=1, predict the reactants needed to synthesize it. The reactants are: FC1C=CC=CC=1C1CCCN(C(C2C=CN=C(N(C)C)C=2)=O)C1.Cl.[Cl:26][C:27]1[CH:32]=[CH:31][C:30]([CH:33]2[CH2:38][CH2:37][CH2:36][NH:35][CH2:34]2)=[C:29]([CH3:39])[CH:28]=1.[CH3:40][C:41]1[CH:42]=[C:43]([CH:47]=[CH:48][N:49]=1)[C:44](O)=[O:45]. (2) Given the product [C:14]1([C:26]2[C:27](=[O:42])[NH:28][C:29](=[O:41])[C:30]=2[C:31]2[C:39]3[C:34](=[CH:35][CH:36]=[C:37]([C:1]4[C:10]5[C:5](=[CH:6][CH:7]=[CH:8][CH:9]=5)[CH:4]=[CH:3][CH:2]=4)[CH:38]=3)[NH:33][CH:32]=2)[C:24]2=[C:25]3[C:20](=[CH:21][CH:22]=[CH:23]2)[CH2:19][CH2:18][CH2:17][N:16]3[CH:15]=1, predict the reactants needed to synthesize it. The reactants are: [C:1]1(B(O)O)[C:10]2[C:5](=[CH:6][CH:7]=[CH:8][CH:9]=2)[CH:4]=[CH:3][CH:2]=1.[C:14]1([C:26]2[C:27](=[O:42])[NH:28][C:29](=[O:41])[C:30]=2[C:31]2[C:39]3[C:34](=[CH:35][CH:36]=[C:37](Br)[CH:38]=3)[NH:33][CH:32]=2)[C:24]2=[C:25]3[C:20](=[CH:21][CH:22]=[CH:23]2)[CH2:19][CH2:18][CH2:17][N:16]3[CH:15]=1.O.